From a dataset of Forward reaction prediction with 1.9M reactions from USPTO patents (1976-2016). Predict the product of the given reaction. (1) Given the reactants [CH2:1]([O:3][C:4](=[O:19])[C:5]([C:10]([C:12]1[C:17](Cl)=[N:16][CH:15]=[CH:14][N:13]=1)=[O:11])=[CH:6][N:7]([CH3:9])C)[CH3:2].C(OC(C1C(=O)C2C(=CC=CN=2)N(CC2[CH:42]=[CH:41][CH:40]=[CH:39][C:38]=2[C:43]2[CH:48]=[CH:47][CH:46]=[CH:45][CH:44]=2)C=1)=O)C, predict the reaction product. The product is: [CH2:1]([O:3][C:4]([C:5]1[C:10](=[O:11])[C:12]2[C:17]([N:7]([CH2:9][C:38]3([C:43]4[CH:44]=[CH:45][CH:46]=[CH:47][CH:48]=4)[CH2:39][CH2:40][CH2:41][CH2:42]3)[CH:6]=1)=[N:16][CH:15]=[CH:14][N:13]=2)=[O:19])[CH3:2]. (2) Given the reactants [CH3:1][CH:2]([N:4]1[CH2:9][CH2:8][N:7]([C:10]2[CH:15]=[C:14]([O:16][CH3:17])[C:13]([N+:18]([O-])=O)=[CH:12][C:11]=2[CH3:21])[CH2:6][CH2:5]1)[CH3:3].NN.C, predict the reaction product. The product is: [CH3:21][C:11]1[C:10]([N:7]2[CH2:6][CH2:5][N:4]([CH:2]([CH3:3])[CH3:1])[CH2:9][CH2:8]2)=[CH:15][C:14]([O:16][CH3:17])=[C:13]([CH:12]=1)[NH2:18]. (3) Given the reactants [Cl:1][C:2]1[CH:11]=[CH:10][C:5]([C:6]([O:8][CH3:9])=[O:7])=[C:4]([NH:12][CH2:13][CH2:14][CH2:15][CH2:16][OH:17])[C:3]=1[NH:18][C:19](=S)[NH:20][C:21]1[C:26]([Cl:27])=[CH:25][C:24]([Cl:28])=[CH:23][N:22]=1.C(N(CC)CC)C.Cl.C(N=C=NCCCN(C)C)C, predict the reaction product. The product is: [Cl:1][C:2]1[C:3]2[N:18]=[C:19]([NH:20][C:21]3[C:26]([Cl:27])=[CH:25][C:24]([Cl:28])=[CH:23][N:22]=3)[N:12]([CH2:13][CH2:14][CH2:15][CH2:16][OH:17])[C:4]=2[C:5]([C:6]([O:8][CH3:9])=[O:7])=[CH:10][CH:11]=1. (4) Given the reactants Br[C:2]1[CH:7]=[CH:6][C:5]([Cl:8])=[CH:4][C:3]=1[N+:9]([O-:11])=[O:10].C([O-])([O-])=O.[K+].[K+].[CH3:18][O:19][C:20](=[O:28])[C:21]1[CH:26]=[CH:25][CH:24]=[C:23]([OH:27])[CH:22]=1, predict the reaction product. The product is: [CH3:18][O:19][C:20](=[O:28])[C:21]1[CH:26]=[CH:25][CH:24]=[C:23]([O:27][C:2]2[CH:7]=[CH:6][C:5]([Cl:8])=[CH:4][C:3]=2[N+:9]([O-:11])=[O:10])[CH:22]=1. (5) The product is: [C:14]1([CH2:13][CH2:12][CH2:11][CH:10]([NH:20][C:21](=[O:40])[CH2:22][N:23]([C:25]([CH:27]2[CH2:28][CH2:29][NH:30][CH2:31][CH2:32]2)=[O:26])[CH3:24])[CH2:9][CH2:8][CH2:7][C:1]2[CH:2]=[CH:3][CH:4]=[CH:5][CH:6]=2)[CH:15]=[CH:16][CH:17]=[CH:18][CH:19]=1. Given the reactants [C:1]1([CH2:7][CH2:8][CH2:9][CH:10]([NH:20][C:21](=[O:40])[CH2:22][N:23]([C:25]([CH:27]2[CH2:32][CH2:31][N:30](C(OC(C)(C)C)=O)[CH2:29][CH2:28]2)=[O:26])[CH3:24])[CH2:11][CH2:12][CH2:13][C:14]2[CH:19]=[CH:18][CH:17]=[CH:16][CH:15]=2)[CH:6]=[CH:5][CH:4]=[CH:3][CH:2]=1.FC(F)(F)C(O)=O, predict the reaction product. (6) Given the reactants [CH:1]1([C@H:7]([NH:11][NH:12][C:13](=[O:23])[C:14]2[CH:19]=[CH:18][CH:17]=[C:16]([O:20][CH3:21])[C:15]=2[CH3:22])[CH2:8][CH:9]=[CH2:10])[CH2:6][CH2:5][CH2:4][CH2:3][CH2:2]1.C([O-])([O-])=O.[K+].[K+].O.[CH3:31][C:32]1[CH:33]=[C:34]([CH:38]=[C:39]([CH3:41])[CH:40]=1)[C:35](Cl)=[O:36], predict the reaction product. The product is: [CH:1]1([C@H:7]([N:11]([C:35](=[O:36])[C:34]2[CH:38]=[C:39]([CH3:41])[CH:40]=[C:32]([CH3:31])[CH:33]=2)[NH:12][C:13](=[O:23])[C:14]2[CH:19]=[CH:18][CH:17]=[C:16]([O:20][CH3:21])[C:15]=2[CH3:22])[CH2:8][CH:9]=[CH2:10])[CH2:2][CH2:3][CH2:4][CH2:5][CH2:6]1. (7) The product is: [OH:11][C:6]1[CH:7]=[N:8][CH:9]=[CH:10][C:5]=1[C:4]([N:13]1[CH2:18][CH2:17][O:16][CH2:15][CH2:14]1)=[O:12]. Given the reactants C(O[C:4](=[O:12])[C:5]1[CH:10]=[CH:9][N:8]=[CH:7][C:6]=1[OH:11])C.[NH:13]1[CH2:18][CH2:17][O:16][CH2:15][CH2:14]1, predict the reaction product. (8) Given the reactants [CH:1]1([CH2:7][CH2:8][N:9]2[C:13]3[N:14]=[C:15]([C:18]#[N:19])[N:16]=[CH:17][C:12]=3[CH:11]=[C:10]2[CH2:20][N:21]2[C:29]3[C:24](=[CH:25][CH:26]=[CH:27][CH:28]=3)[CH2:23][CH2:22]2)[CH2:6][CH2:5][CH2:4][CH2:3][CH2:2]1, predict the reaction product. The product is: [CH:1]1([CH2:7][CH2:8][N:9]2[C:13]3[N:14]=[C:15]([C:18]#[N:19])[N:16]=[CH:17][C:12]=3[CH:11]=[C:10]2[CH2:20][N:21]2[C:29]3[C:24](=[CH:25][CH:26]=[CH:27][CH:28]=3)[CH:23]=[CH:22]2)[CH2:6][CH2:5][CH2:4][CH2:3][CH2:2]1. (9) Given the reactants C(OC([N:8]1[CH:13]2[CH2:14][CH2:15][CH:9]1[C:10](=[O:24])[N:11]([CH2:16][C:17]1[CH:22]=[CH:21][C:20]([F:23])=[CH:19][CH:18]=1)[CH2:12]2)=O)(C)(C)C.FC(F)(F)C(O)=O.[OH-].[Na+], predict the reaction product. The product is: [F:23][C:20]1[CH:19]=[CH:18][C:17]([CH2:16][N:11]2[CH2:12][CH:13]3[NH:8][CH:9]([CH2:15][CH2:14]3)[C:10]2=[O:24])=[CH:22][CH:21]=1.